Dataset: Forward reaction prediction with 1.9M reactions from USPTO patents (1976-2016). Task: Predict the product of the given reaction. (1) The product is: [CH:30]1([NH:36][CH2:2][C:3]2[N:4]([CH3:29])[C:5]3[C:10]([CH:11]=2)=[CH:9][C:8]([NH:12][C:13]([NH:15][C:16]2[CH:21]=[CH:20][C:19]([O:22][C:23]4[CH:28]=[CH:27][CH:26]=[CH:25][CH:24]=4)=[CH:18][CH:17]=2)=[O:14])=[CH:7][CH:6]=3)[CH2:35][CH2:34][CH2:33][CH2:32][CH2:31]1. Given the reactants O[CH2:2][C:3]1[N:4]([CH3:29])[C:5]2[C:10]([CH:11]=1)=[CH:9][C:8]([NH:12][C:13]([NH:15][C:16]1[CH:21]=[CH:20][C:19]([O:22][C:23]3[CH:28]=[CH:27][CH:26]=[CH:25][CH:24]=3)=[CH:18][CH:17]=1)=[O:14])=[CH:7][CH:6]=2.[CH:30]1([NH2:36])[CH2:35][CH2:34][CH2:33][CH2:32][CH2:31]1, predict the reaction product. (2) Given the reactants [CH3:1][O:2][C:3]1[CH:4]=[CH:5][C:6]2[NH:12][C:11](=[O:13])[N:10]([CH:14]3[CH2:19][CH2:18][N:17]([C:20]4[N:25]=[CH:24][N:23]=[C:22]([C:26]([O:28]C(C)(C)C)=[O:27])[C:21]=4[CH3:33])[CH2:16][CH2:15]3)[CH2:9][CH2:8][C:7]=2[CH:34]=1.FC1C=C2C(=CC=1)NCC2.CN(C(ON1N=NC2C=CC=CC1=2)=[N+](C)C)C.[B-](F)(F)(F)F, predict the reaction product. The product is: [CH3:1][O:2][C:3]1[CH:4]=[CH:5][C:6]2[NH:12][C:11](=[O:13])[N:10]([CH:14]3[CH2:15][CH2:16][N:17]([C:20]4[N:25]=[CH:24][N:23]=[C:22]([C:26]([OH:28])=[O:27])[C:21]=4[CH3:33])[CH2:18][CH2:19]3)[CH2:9][CH2:8][C:7]=2[CH:34]=1. (3) Given the reactants [F:1][C:2]1[CH:47]=[CH:46][CH:45]=[C:44]([F:48])[C:3]=1[C:4]([NH:6][C:7]1[CH:12]=[CH:11][CH:10]=[C:9]([C:13]2[C:21]([C:22]3[CH:27]=[CH:26][N:25]=[C:24]([NH:28][C:29]4[CH:34]=[CH:33][CH:32]=[C:31]([CH2:35][N:36](C)[C:37](=O)C(F)(F)F)[CH:30]=4)[N:23]=3)=[C:16]3[CH:17]=[CH:18][CH:19]=[CH:20][N:15]3[N:14]=2)[CH:8]=1)=[O:5].O[Li].O, predict the reaction product. The product is: [F:1][C:2]1[CH:47]=[CH:46][CH:45]=[C:44]([F:48])[C:3]=1[C:4]([NH:6][C:7]1[CH:12]=[CH:11][CH:10]=[C:9]([C:13]2[C:21]([C:22]3[CH:27]=[CH:26][N:25]=[C:24]([NH:28][C:29]4[CH:34]=[CH:33][CH:32]=[C:31]([CH2:35][NH:36][CH3:37])[CH:30]=4)[N:23]=3)=[C:16]3[CH:17]=[CH:18][CH:19]=[CH:20][N:15]3[N:14]=2)[CH:8]=1)=[O:5]. (4) Given the reactants [CH3:1][O:2][C:3]1[CH:4]=[C:5]([CH2:11][CH2:12][NH2:13])[CH:6]=[CH:7][C:8]=1[O:9][CH3:10].[CH2:14]([O:21][CH2:22][C:23](Cl)=[O:24])[C:15]1[CH:20]=[CH:19][CH:18]=[CH:17][CH:16]=1, predict the reaction product. The product is: [CH3:1][O:2][C:3]1[CH:4]=[C:5]([CH2:11][CH2:12][NH:13][C:23](=[O:24])[CH2:22][O:21][CH2:14][C:15]2[CH:20]=[CH:19][CH:18]=[CH:17][CH:16]=2)[CH:6]=[CH:7][C:8]=1[O:9][CH3:10]. (5) Given the reactants [C:1]12([C:11]3[CH:22]=[CH:21][C:14]([O:15][CH2:16][CH2:17][C:18](O)=[O:19])=[C:13]([CH3:23])[CH:12]=3)[CH2:10][CH:5]3[CH2:6][CH:7]([CH2:9][CH:3]([CH2:4]3)[CH2:2]1)[CH2:8]2.[CH3:24][N:25]1[CH2:30][CH2:29][NH:28][CH2:27][CH2:26]1, predict the reaction product. The product is: [C:1]12([C:11]3[CH:22]=[CH:21][C:14]([O:15][CH2:16][CH2:17][C:18]([N:28]4[CH2:29][CH2:30][N:25]([CH3:24])[CH2:26][CH2:27]4)=[O:19])=[C:13]([CH3:23])[CH:12]=3)[CH2:2][CH:3]3[CH2:9][CH:7]([CH2:6][CH:5]([CH2:4]3)[CH2:10]1)[CH2:8]2. (6) Given the reactants [CH3:1][C:2]1[C:10]2[O:9][CH:8]=[CH:7][C:6]=2[CH:5]=[C:4]([N+:11]([O-:13])=[O:12])[CH:3]=1.C(OOC(=O)C1C=CC=CC=1)(=O)C1C=CC=CC=1.C1C(=O)N([Br:39])C(=O)C1, predict the reaction product. The product is: [Br:39][CH2:1][C:2]1[C:10]2[O:9][CH:8]=[CH:7][C:6]=2[CH:5]=[C:4]([N+:11]([O-:13])=[O:12])[CH:3]=1.